From a dataset of Catalyst prediction with 721,799 reactions and 888 catalyst types from USPTO. Predict which catalyst facilitates the given reaction. (1) Reactant: [CH3:1][C:2]#[N:3].[Li]CCCC.[O:9]1[CH2:14][CH2:13][CH:12]([CH2:15][O:16][C:17]2[CH:18]=[C:19]([CH:24]=[CH:25][CH:26]=2)[C:20](OC)=[O:21])[CH2:11][CH2:10]1. Product: [O:21]=[C:20]([C:19]1[CH:24]=[CH:25][CH:26]=[C:17]([O:16][CH2:15][CH:12]2[CH2:11][CH2:10][O:9][CH2:14][CH2:13]2)[CH:18]=1)[CH2:1][C:2]#[N:3]. The catalyst class is: 1. (2) Reactant: [I:1][C:2]1[CH:6]=[CH:5][NH:4][N:3]=1.[H-].[Na+].Cl[C:10]1[CH:15]=[CH:14][N:13]=[C:12]([C:16]#[N:17])[N:11]=1. Product: [I:1][C:2]1[CH:6]=[CH:5][N:4]([C:10]2[CH:15]=[CH:14][N:13]=[C:12]([C:16]#[N:17])[N:11]=2)[N:3]=1. The catalyst class is: 16. (3) Reactant: [H-].[Na+].[C:3]([N:7]1[C:11]2=[N:12][CH:13]=[N:14][C:15]([NH2:16])=[C:10]2[C:9]([C:17]2[CH:22]=[CH:21][C:20]([Cl:23])=[CH:19][CH:18]=2)=[N:8]1)([CH3:6])([CH3:5])[CH3:4].Cl[C:25]([O:27][CH3:28])=[O:26]. Product: [CH3:28][O:27][C:25](=[O:26])[NH:16][C:15]1[N:14]=[CH:13][N:12]=[C:11]2[N:7]([C:3]([CH3:6])([CH3:4])[CH3:5])[N:8]=[C:9]([C:17]3[CH:18]=[CH:19][C:20]([Cl:23])=[CH:21][CH:22]=3)[C:10]=12. The catalyst class is: 35. (4) Reactant: [F:1][C:2]1[CH:21]=[CH:20][CH:19]=[CH:18][C:3]=1[CH2:4][N:5]1[C:9]([C:10]#[N:11])=[N:8][C:7]([C:12]2[CH:17]=[CH:16][CH:15]=[CH:14][N:13]=2)=[N:6]1.[C:22](=[O:25])([O-])[O-].[K+].[K+].Cl.[NH2:29]O.O.C1(C)C=CC(S(O)(=O)=O)=CC=1. Product: [F:1][C:2]1[CH:21]=[CH:20][CH:19]=[CH:18][C:3]=1[CH2:4][N:5]1[C:9]([C:10]2[N:29]=[CH:22][O:25][N:11]=2)=[N:8][C:7]([C:12]2[CH:17]=[CH:16][CH:15]=[CH:14][N:13]=2)=[N:6]1. The catalyst class is: 125. (5) Reactant: F[C:2]1[C:11]([S:12]([CH3:15])(=[O:14])=[O:13])=[CH:10][C:5]([C:6]([O:8][CH3:9])=[O:7])=[C:4]([CH3:16])[CH:3]=1.[C:17]1([CH:23]2[CH2:27][S:26](=[O:29])(=[O:28])[NH:25][CH2:24]2)[CH:22]=[CH:21][CH:20]=[CH:19][CH:18]=1.C([O-])([O-])=O.[Cs+].[Cs+].C([O-])(O)=O.[Na+]. Product: [O:28]=[S:26]1(=[O:29])[CH2:27][CH:23]([C:17]2[CH:22]=[CH:21][CH:20]=[CH:19][CH:18]=2)[CH2:24][N:25]1[C:2]1[C:11]([S:12]([CH3:15])(=[O:14])=[O:13])=[CH:10][C:5]([C:6]([O:8][CH3:9])=[O:7])=[C:4]([CH3:16])[CH:3]=1. The catalyst class is: 3. (6) Reactant: [F:1][C:2]1([F:65])[CH2:7][CH2:6][CH:5]([C:8]2[C:17]3[CH:16]([O:18]CC4C=CC(OC)=CC=4)[CH2:15][C:14]([CH3:29])([CH3:28])[CH2:13][C:12]=3[N:11]=[C:10]([CH:30]3[CH2:35][CH2:34][N:33]([C:36]4[N:41]=[CH:40][C:39]([N:42]5[CH2:47][CH2:46][CH:45]([C:48]([O:50][CH2:51][CH3:52])=[O:49])[CH2:44][CH2:43]5)=[CH:38][N:37]=4)[CH2:32][CH2:31]3)[C:9]=2[CH:53]([F:64])[C:54]2[CH:59]=[CH:58][C:57]([C:60]([F:63])([F:62])[F:61])=[CH:56][CH:55]=2)[CH2:4][CH2:3]1.Cl.O1CCOCC1.C(=O)([O-])O.[Na+]. Product: [F:65][C:2]1([F:1])[CH2:3][CH2:4][CH:5]([C:8]2[C:17]3[CH:16]([OH:18])[CH2:15][C:14]([CH3:28])([CH3:29])[CH2:13][C:12]=3[N:11]=[C:10]([CH:30]3[CH2:35][CH2:34][N:33]([C:36]4[N:37]=[CH:38][C:39]([N:42]5[CH2:47][CH2:46][CH:45]([C:48]([O:50][CH2:51][CH3:52])=[O:49])[CH2:44][CH2:43]5)=[CH:40][N:41]=4)[CH2:32][CH2:31]3)[C:9]=2[CH:53]([F:64])[C:54]2[CH:55]=[CH:56][C:57]([C:60]([F:63])([F:62])[F:61])=[CH:58][CH:59]=2)[CH2:6][CH2:7]1. The catalyst class is: 8. (7) Reactant: [CH2:1]1[C:9]2[C:4](=[CH:5][CH:6]=[CH:7][CH:8]=2)[CH2:3][CH:2]1[NH:10][C:11]1[N:16]=[CH:15][C:14]([NH:17][CH:18]=[C:19]([C:25](OCC)=[O:26])[C:20]([O:22][CH2:23][CH3:24])=[O:21])=[CH:13][CH:12]=1.C1(OC2C=CC=CC=2)C=CC=CC=1. Product: [CH2:3]1[C:4]2[C:9](=[CH:8][CH:7]=[CH:6][CH:5]=2)[CH2:1][CH:2]1[NH:10][C:11]1[N:16]=[C:15]2[C:14](=[CH:13][CH:12]=1)[NH:17][CH:18]=[C:19]([C:20]([O:22][CH2:23][CH3:24])=[O:21])[C:25]2=[O:26]. The catalyst class is: 4.